This data is from Full USPTO retrosynthesis dataset with 1.9M reactions from patents (1976-2016). The task is: Predict the reactants needed to synthesize the given product. Given the product [ClH:1].[Cl:1][C:2]1[CH:7]=[CH:6][CH:5]=[CH:4][C:3]=1[S:8]([N:11]1[CH:12]=[C:13]([CH2:24][NH:25][CH3:26])[CH:14]=[C:15]1[C:16]1[C:17]([C:22]#[N:23])=[N:18][CH:19]=[CH:20][CH:21]=1)(=[O:10])=[O:9], predict the reactants needed to synthesize it. The reactants are: [Cl:1][C:2]1[CH:7]=[CH:6][CH:5]=[CH:4][C:3]=1[S:8]([N:11]1[C:15]([C:16]2[C:17]([C:22]#[N:23])=[N:18][CH:19]=[CH:20][CH:21]=2)=[CH:14][C:13]([CH2:24][N:25](C)[C:26](=O)OC(C)(C)C)=[CH:12]1)(=[O:10])=[O:9].C(OCC)(=O)C.Cl.